This data is from Peptide-MHC class II binding affinity with 134,281 pairs from IEDB. The task is: Regression. Given a peptide amino acid sequence and an MHC pseudo amino acid sequence, predict their binding affinity value. This is MHC class II binding data. (1) The peptide sequence is ENAKKLFNDPASPVA. The MHC is H-2-IAb with pseudo-sequence H-2-IAb. The binding affinity (normalized) is 0.336. (2) The peptide sequence is DHPGYELENDNQLLY. The MHC is DRB1_1101 with pseudo-sequence DRB1_1101. The binding affinity (normalized) is 0.0197. (3) The peptide sequence is MEYLGHNAAGQWLEF. The binding affinity (normalized) is 0.455. The MHC is HLA-DQA10501-DQB10402 with pseudo-sequence HLA-DQA10501-DQB10402. (4) The peptide sequence is FAVVDLNKMRAVWVDGKART. The MHC is HLA-DQA10401-DQB10402 with pseudo-sequence HLA-DQA10401-DQB10402. The binding affinity (normalized) is 0.0665. (5) The peptide sequence is LRGLLSTFIAALMGA. The MHC is DRB1_0401 with pseudo-sequence DRB1_0401. The binding affinity (normalized) is 0.272.